Predict the reactants needed to synthesize the given product. From a dataset of Full USPTO retrosynthesis dataset with 1.9M reactions from patents (1976-2016). (1) Given the product [CH2:1]([C:3]1[CH:8]=[CH:7][C:6]([C:13]2[S:17][C:16]([S:18]([N:21]3[CH:25]=[CH:24][CH:23]=[CH:22]3)(=[O:19])=[O:20])=[CH:15][CH:14]=2)=[CH:5][CH:4]=1)[CH3:2], predict the reactants needed to synthesize it. The reactants are: [CH2:1]([C:3]1[CH:8]=[CH:7][C:6](B(O)O)=[CH:5][CH:4]=1)[CH3:2].Br[C:13]1[S:17][C:16]([S:18]([N:21]2[CH:25]=[CH:24][CH:23]=[CH:22]2)(=[O:20])=[O:19])=[CH:15][CH:14]=1. (2) Given the product [Cl:21][C:22]1[C:23]([C:33]([F:35])([F:34])[F:36])=[N:24][N:25]([CH:28]([CH3:32])[C:29]([N:18]2[CH2:19][CH2:20][CH:15]([C:12]3[S:13][CH:14]=[C:10]([CH2:9][CH2:8][C:2]4[CH:7]=[CH:6][CH:5]=[CH:4][CH:3]=4)[N:11]=3)[CH2:16][CH2:17]2)=[O:30])[C:26]=1[CH3:27], predict the reactants needed to synthesize it. The reactants are: Cl.[C:2]1([CH2:8][CH2:9][C:10]2[N:11]=[C:12]([CH:15]3[CH2:20][CH2:19][NH:18][CH2:17][CH2:16]3)[S:13][CH:14]=2)[CH:7]=[CH:6][CH:5]=[CH:4][CH:3]=1.[Cl:21][C:22]1[C:23]([C:33]([F:36])([F:35])[F:34])=[N:24][N:25]([CH:28]([CH3:32])[C:29](O)=[O:30])[C:26]=1[CH3:27]. (3) Given the product [CH2:11]([S:13][C:14]1[CH:19]=[C:18]([C:2]2[CH:8]=[C:7]([F:9])[C:5]([NH2:6])=[C:4]([F:10])[CH:3]=2)[CH:17]=[CH:16][CH:15]=1)[CH3:12], predict the reactants needed to synthesize it. The reactants are: Br[C:2]1[CH:8]=[C:7]([F:9])[C:5]([NH2:6])=[C:4]([F:10])[CH:3]=1.[CH2:11]([S:13][C:14]1[CH:15]=[C:16](B(O)O)[CH:17]=[CH:18][CH:19]=1)[CH3:12]. (4) Given the product [OH:31][C:5]1[CH:4]=[C:3]([O:2][CH3:1])[CH:8]=[CH:7][C:6]=1[C:9]([C:11]1[CH:16]=[CH:15][CH:14]=[C:13]([O:17][CH2:18][C:19]2[N:20]=[C:21]([C:25]3[CH:26]=[CH:27][CH:28]=[CH:29][CH:30]=3)[O:22][C:23]=2[CH3:24])[CH:12]=1)=[O:10], predict the reactants needed to synthesize it. The reactants are: [CH3:1][O:2][C:3]1[CH:8]=[CH:7][C:6]([C:9]([C:11]2[CH:16]=[CH:15][CH:14]=[C:13]([O:17][CH2:18][C:19]3[N:20]=[C:21]([C:25]4[CH:30]=[CH:29][CH:28]=[CH:27][CH:26]=4)[O:22][C:23]=3[CH3:24])[CH:12]=2)=[O:10])=[C:5]([O:31]COC)[CH:4]=1.Cl. (5) Given the product [CH3:1][C:2]1[N:12]=[C:11]2[N:6]([CH2:7][CH2:8][CH2:9][CH:10]2[OH:13])[C:4](=[O:5])[C:3]=1[CH2:14][CH2:15][N:16]1[CH2:21][CH2:20][CH:19]([C:22]2[C:23]3[CH:24]=[CH:25][C:26]([F:31])=[CH:27][C:28]=3[O:29][N:30]=2)[CH2:18][CH2:17]1.[C:32]([O-:39])(=[O:38])/[CH:33]=[CH:34]/[C:35]([O-:37])=[O:36], predict the reactants needed to synthesize it. The reactants are: [CH3:1][C:2]1[N:12]=[C:11]2[N:6]([CH2:7][CH2:8][CH2:9][CH:10]2[OH:13])[C:4](=[O:5])[C:3]=1[CH2:14][CH2:15][N:16]1[CH2:21][CH2:20][CH:19]([C:22]2[C:23]3[CH:24]=[CH:25][C:26]([F:31])=[CH:27][C:28]=3[O:29][N:30]=2)[CH2:18][CH2:17]1.[C:32]([OH:39])(=[O:38])/[CH:33]=[CH:34]/[C:35]([OH:37])=[O:36]. (6) Given the product [F:1][C:2]1[CH:3]=[CH:4][C:5]([C:8]2[C:12]3[C:11](=[N:13][CH:19]=[C:18]([N+:15]([O-:17])=[O:16])[CH:21]=3)[NH:10][N:9]=2)=[CH:6][CH:7]=1, predict the reactants needed to synthesize it. The reactants are: [F:1][C:2]1[CH:7]=[CH:6][C:5]([C:8]2[CH:12]=[C:11]([NH2:13])[NH:10][N:9]=2)=[CH:4][CH:3]=1.O.[N+:15]([CH:18]([CH:21]=O)[CH:19]=O)([O-:17])=[O:16].[Na]. (7) Given the product [C:19]([O:18][C:16]([NH:1][CH2:2][C:3]1[CH:4]=[CH:5][C:6]([C:7]([OH:9])=[O:8])=[CH:10][CH:11]=1)=[O:17])([CH3:22])([CH3:21])[CH3:20], predict the reactants needed to synthesize it. The reactants are: [NH2:1][CH2:2][C:3]1[CH:11]=[CH:10][C:6]([C:7]([OH:9])=[O:8])=[CH:5][CH:4]=1.Cl.O.[OH-].[Na+].[C:16](O[C:16]([O:18][C:19]([CH3:22])([CH3:21])[CH3:20])=[O:17])([O:18][C:19]([CH3:22])([CH3:21])[CH3:20])=[O:17].